From a dataset of Full USPTO retrosynthesis dataset with 1.9M reactions from patents (1976-2016). Predict the reactants needed to synthesize the given product. Given the product [CH3:6][C:7]1[CH2:2][CH2:11][C@@H:10]([C:15]([CH3:16])=[CH2:14])[CH2:9][CH:8]=1.[C:80]([O:81][CH:34]([CH3:39])[CH3:35])(=[O:19])[CH2:79][CH2:78][CH2:77][CH2:72][CH2:71][CH2:70][CH2:69][CH2:64][CH2:73][CH2:74][CH2:75][CH2:76][CH3:83], predict the reactants needed to synthesize it. The reactants are: C[C@@:2]12[C@H:11]3CC[C@:14]4(C)C(=[O:19])[C@H](F)[CH2:16][C@H:15]4[C@@H:10]3[CH2:9][CH:8]=[C:7]1[CH2:6]CCC2.C(Cl)(OC(F)F)C(F)(F)F.CN[C:34]1(C2C=CC=CC=2Cl)[C:39](=O)CCC[CH2:35]1.CC1C=CC=C(C)C=1NC1SCCCN=1.C[C@@:64]12[C@H:73]3[CH2:74][CH2:75][C@:76]4([CH3:83])[C:80](=[O:81])[C@H:79](F)[CH2:78][C@H:77]4[C@@H:72]3[CH2:71][CH:70]=[C:69]1CCCC2.C(O)C.